Task: Regression. Given two drug SMILES strings and cell line genomic features, predict the synergy score measuring deviation from expected non-interaction effect.. Dataset: NCI-60 drug combinations with 297,098 pairs across 59 cell lines (1) Drug 1: C1C(C(OC1N2C=C(C(=O)NC2=O)F)CO)O. Drug 2: N.N.Cl[Pt+2]Cl. Cell line: 786-0. Synergy scores: CSS=31.5, Synergy_ZIP=-4.36, Synergy_Bliss=-4.11, Synergy_Loewe=-9.94, Synergy_HSA=-3.52. (2) Drug 1: CCC1(C2=C(COC1=O)C(=O)N3CC4=CC5=C(C=CC(=C5CN(C)C)O)N=C4C3=C2)O.Cl. Drug 2: CC1CCCC2(C(O2)CC(NC(=O)CC(C(C(=O)C(C1O)C)(C)C)O)C(=CC3=CSC(=N3)C)C)C. Cell line: IGROV1. Synergy scores: CSS=27.5, Synergy_ZIP=-8.02, Synergy_Bliss=-8.84, Synergy_Loewe=-12.7, Synergy_HSA=-5.96.